From a dataset of Forward reaction prediction with 1.9M reactions from USPTO patents (1976-2016). Predict the product of the given reaction. (1) Given the reactants [NH2:1][C:2]1[N:7]=[C:6]([N:8]2[CH2:13][CH2:12][CH2:11][C@@H:10]([C:14]([O:16][CH2:17][CH3:18])=[O:15])[CH2:9]2)[CH:5]=[CH:4][C:3]=1[N+:19]([O-])=O.[H][H], predict the reaction product. The product is: [NH2:19][C:3]1[CH:4]=[CH:5][C:6]([N:8]2[CH2:13][CH2:12][CH2:11][C@@H:10]([C:14]([O:16][CH2:17][CH3:18])=[O:15])[CH2:9]2)=[N:7][C:2]=1[NH2:1]. (2) Given the reactants [Br:1][C:2]1[CH:3]=[C:4]2[C:9](=[CH:10][CH:11]=1)[NH:8][C:7](=[O:12])[CH2:6][CH2:5]2.[CH3:13]C(C)([O-])C.[K+].CI.Cl, predict the reaction product. The product is: [Br:1][C:2]1[CH:3]=[C:4]2[C:9](=[CH:10][CH:11]=1)[N:8]([CH3:13])[C:7](=[O:12])[CH2:6][CH2:5]2. (3) Given the reactants Br[C:2]1[N:7]2[CH:8]=[CH:9][N:10]=[C:6]2[C:5]([NH:11][C:12]2[CH:17]=[CH:16][C:15]([C:18]3[N:19]=[N:20][N:21]([CH3:23])[N:22]=3)=[CH:14][CH:13]=2)=[N:4][CH:3]=1.CC1(C)C(C)(C)OB([C:32]2[CH:33]=[N:34][NH:35][CH:36]=2)O1.C([O-])([O-])=O.[Na+].[Na+], predict the reaction product. The product is: [NH3:4].[CH3:23][N:21]1[N:20]=[N:19][C:18]([C:15]2[CH:16]=[CH:17][C:12]([NH:11][C:5]3[C:6]4[N:7]([CH:8]=[CH:9][N:10]=4)[C:2]([C:32]4[CH:33]=[N:34][NH:35][CH:36]=4)=[CH:3][N:4]=3)=[CH:13][CH:14]=2)=[N:22]1. (4) Given the reactants O=C[C@H]([C@H]([C@H](CO)O)O)O.[OH:11][CH2:12][C:13]([C@H:15]([C@H:17]([C@@H:19]([CH3:21])[OH:20])[OH:18])[OH:16])=[O:14], predict the reaction product. The product is: [O:11]=[CH:12][C@@H:13]([C@H:15]([C@H:17]([C@@H:19]([CH3:21])[OH:20])[OH:18])[OH:16])[OH:14]. (5) Given the reactants [F:1][C:2]1[CH:29]=[CH:28][C:5]([CH2:6][C:7]2[N:15]=[CH:14][N:13]=[C:12]3[C:8]=2[N:9]=[CH:10][N:11]3[C@H:16]2[C@@H:20]3[O:21][C:22]([CH3:25])([CH3:24])[O:23][C@@H:19]3[C@@H:18]([CH2:26][OH:27])[O:17]2)=[CH:4][CH:3]=1.C(N(CC)CC)C.Cl[S:38]([NH2:41])(=[O:40])=[O:39].C(#N)C, predict the reaction product. The product is: [S:38](=[O:40])(=[O:39])([O:27][CH2:26][C@@H:18]1[C@@H:19]2[C@@H:20]([O:21][C:22]([CH3:25])([CH3:24])[O:23]2)[C@H:16]([N:11]2[CH:10]=[N:9][C:8]3[C:12]2=[N:13][CH:14]=[N:15][C:7]=3[CH2:6][C:5]2[CH:28]=[CH:29][C:2]([F:1])=[CH:3][CH:4]=2)[O:17]1)[NH2:41].